From a dataset of Catalyst prediction with 721,799 reactions and 888 catalyst types from USPTO. Predict which catalyst facilitates the given reaction. (1) Reactant: [Mg].BrCCBr.Cl[CH2:7][C:8]1[CH:13]=[CH:12][C:11]([F:14])=[CH:10][CH:9]=1.[CH2:15]([N:22]1[CH2:27][CH2:26][C:25](=[O:28])[CH2:24][CH2:23]1)[C:16]1[CH:21]=[CH:20][CH:19]=[CH:18][CH:17]=1.[Cl-].[NH4+]. Product: [CH2:15]([N:22]1[CH2:27][CH2:26][C:25]([CH2:7][C:8]2[CH:13]=[CH:12][C:11]([F:14])=[CH:10][CH:9]=2)([OH:28])[CH2:24][CH2:23]1)[C:16]1[CH:17]=[CH:18][CH:19]=[CH:20][CH:21]=1. The catalyst class is: 20. (2) Reactant: [CH3:1]C(C)([O-])C.[K+].[F:7][C:8]1[C:9]([NH:22][C:23]2[CH:28]=[CH:27][C:26]([I:29])=[CH:25][C:24]=2[F:30])=[C:10]([C:15]([N:17]2[CH2:20][C:19](=O)[CH2:18]2)=[O:16])[CH:11]=[CH:12][C:13]=1[F:14].C(OCC)(=O)C. Product: [F:7][C:8]1[C:13]([F:14])=[CH:12][CH:11]=[C:10]([C:15]([N:17]2[CH2:20][C:19](=[CH2:1])[CH2:18]2)=[O:16])[C:9]=1[NH:22][C:23]1[CH:28]=[CH:27][C:26]([I:29])=[CH:25][C:24]=1[F:30]. The catalyst class is: 597.